This data is from Forward reaction prediction with 1.9M reactions from USPTO patents (1976-2016). The task is: Predict the product of the given reaction. (1) Given the reactants [C:1]([N:5]1[C:9]([C:10]2[CH:15]=[CH:14][C:13]([CH3:16])=[CH:12][CH:11]=2)=[CH:8][C:7]([CH2:17][CH2:18][CH:19]=O)=[N:6]1)([CH3:4])([CH3:3])[CH3:2].[F:21][C:22]1[CH:27]=[CH:26][C:25]([CH:28]([C:35]2[CH:40]=[CH:39][C:38]([F:41])=[CH:37][CH:36]=2)[N:29]2[CH2:34][CH2:33][NH:32][CH2:31][CH2:30]2)=[CH:24][CH:23]=1.CCN(C(C)C)C(C)C.[BH-](OC(C)=O)(OC(C)=O)OC(C)=O.[Na+], predict the reaction product. The product is: [C:1]([N:5]1[C:9]([C:10]2[CH:15]=[CH:14][C:13]([CH3:16])=[CH:12][CH:11]=2)=[CH:8][C:7]([CH2:17][CH2:18][CH2:19][N:32]2[CH2:31][CH2:30][N:29]([CH:28]([C:35]3[CH:40]=[CH:39][C:38]([F:41])=[CH:37][CH:36]=3)[C:25]3[CH:24]=[CH:23][C:22]([F:21])=[CH:27][CH:26]=3)[CH2:34][CH2:33]2)=[N:6]1)([CH3:4])([CH3:3])[CH3:2]. (2) Given the reactants Br[C:2]1[CH:11]=[CH:10][C:5]([C:6]([NH:8][CH3:9])=[O:7])=[C:4]([F:12])[CH:3]=1.C([O-])([O-])=O.[K+].[K+].C(C1CCCCC1=O)(=O)C.C(O)(=O)[CH2:30][C:31]([CH2:36]C(O)=O)([C:33]([OH:35])=[O:34])O.C[N:43](C=O)C, predict the reaction product. The product is: [CH3:9][NH:8][C:6]([C:5]1[CH:10]=[CH:11][C:2]([NH:43][C:31]([CH3:36])([CH3:30])[C:33]([OH:35])=[O:34])=[CH:3][C:4]=1[F:12])=[O:7]. (3) Given the reactants Cl.Cl[CH2:3][C:4]1[N:8]2[CH:9]=[C:10]([CH3:13])[CH:11]=[CH:12][C:7]2=[N:6][C:5]=1[C:14]1[CH:19]=[CH:18][C:17]([CH3:20])=[CH:16][CH:15]=1.[NH:21]1[CH:25]=[CH:24][N:23]=[CH:22]1.C([O-])(O)=O.[Na+], predict the reaction product. The product is: [N:21]1([CH2:3][C:4]2[N:8]3[CH:9]=[C:10]([CH3:13])[CH:11]=[CH:12][C:7]3=[N:6][C:5]=2[C:14]2[CH:19]=[CH:18][C:17]([CH3:20])=[CH:16][CH:15]=2)[CH:25]=[CH:24][N:23]=[CH:22]1.